From a dataset of Reaction yield outcomes from USPTO patents with 853,638 reactions. Predict the reaction yield, written as a fraction of the theoretical maximum amount of product (1.0 means a 100% yield; for example, 0.34 means a 34% yield). (1) The reactants are Br[CH2:2][C:3]([O:5][C@H:6]([C:17]1[CH:22]=[CH:21][C:20]([O:23][CH:24]([F:26])[F:25])=[C:19]([O:27][CH2:28][CH:29]2[CH2:31][CH2:30]2)[CH:18]=1)[CH2:7][C:8]1[C:13]([Cl:14])=[CH:12][N+:11]([O-:15])=[CH:10][C:9]=1[Cl:16])=[O:4].BrCC(O[C@H](C1C=CC(OC(F)F)=C(OCC2CC2)C=1)CC1C(Cl)=CN=CC=1Cl)=O.C([O-])([O-])=O.[K+].[K+].[CH3:68][S:69]([NH:72][C:73]1[CH:82]=[CH:81][CH:80]=[CH:79][C:74]=1[C:75]([O:77][CH3:78])=[O:76])(=[O:71])=[O:70]. The catalyst is CN(C=O)C.O. The product is [Cl:16][C:9]1[CH:10]=[N+:11]([O-:15])[CH:12]=[C:13]([Cl:14])[C:8]=1[CH2:7][C@@H:6]([C:17]1[CH:22]=[CH:21][C:20]([O:23][CH:24]([F:26])[F:25])=[C:19]([O:27][CH2:28][CH:29]2[CH2:31][CH2:30]2)[CH:18]=1)[O:5][C:3](=[O:4])[CH2:2][N:72]([C:73]1[CH:82]=[CH:81][CH:80]=[CH:79][C:74]=1[C:75]([O:77][CH3:78])=[O:76])[S:69]([CH3:68])(=[O:71])=[O:70]. The yield is 0.850. (2) The reactants are [CH3:1][C@H:2]1[C@@H:6]([C:7]2[N:11]3[C:12]4[CH:18]=[CH:17][N:16](S(C5C=CC(C)=CC=5)(=O)=O)[C:13]=4[N:14]=[CH:15][C:10]3=[N:9][N:8]=2)[CH2:5][C@@H:4]([NH:29]C(=O)C)[CH2:3]1.[OH-].[Na+].CN(C(ON1N=NC2C=CC=NC1=2)=[N+](C)C)C.F[P-](F)(F)(F)(F)F.Cl.C[C@H]1[C@@H](C2N3C4C=CN(S(C5C=CC(C)=CC=5)(=O)=O)C=4N=CC3=NN=2)C[C@@H](N)C1. The catalyst is [Pd].CO.CCOCC.O1CCOCC1. The product is [CH3:1][C@H:2]1[C@@H:6]([C:7]2[N:11]3[C:12]4[CH:18]=[CH:17][NH:16][C:13]=4[N:14]=[CH:15][C:10]3=[N:9][N:8]=2)[CH2:5][C@@H:4]([NH2:29])[CH2:3]1. The yield is 0.0500. (3) The reactants are [Cl:1][C:2]1[CH:7]=[C:6]([N+:8]([O-])=O)[CH:5]=[CH:4][C:3]=1[N:11]1[CH:16]=[CH:15][C:14](=[O:17])[N:13]([CH3:18])[C:12]1=[O:19].[NH4+].[Cl-]. The catalyst is [Zn].C1COCC1. The product is [NH2:8][C:6]1[CH:5]=[CH:4][C:3]([N:11]2[CH:16]=[CH:15][C:14](=[O:17])[N:13]([CH3:18])[C:12]2=[O:19])=[C:2]([Cl:1])[CH:7]=1. The yield is 0.980.